This data is from Full USPTO retrosynthesis dataset with 1.9M reactions from patents (1976-2016). The task is: Predict the reactants needed to synthesize the given product. (1) Given the product [O:28]=[C:19]1[O:6][C:7]([C:13]2[CH:18]=[CH:17][CH:16]=[CH:15][CH:14]=2)([C:8]([O:10][CH2:11][CH3:12])=[O:9])[CH:21]([C:22]2[CH:27]=[CH:26][CH:25]=[CH:24][CH:23]=2)[CH2:20]1, predict the reactants needed to synthesize it. The reactants are: C1COCC1.[O:6]=[C:7]([C:13]1[CH:18]=[CH:17][CH:16]=[CH:15][CH:14]=1)[C:8]([O:10][CH2:11][CH3:12])=[O:9].[CH:19](=[O:28])[CH:20]=[CH:21][C:22]1[CH:27]=[CH:26][CH:25]=[CH:24][CH:23]=1. (2) Given the product [C:39]([O:24][CH2:23][C:21]1[O:20][N:19]=[C:18]([C@H:9]([CH2:8][CH2:7][OH:6])[CH2:10][C:11]([O:13][C:14]([CH3:15])([CH3:16])[CH3:17])=[O:12])[CH:22]=1)(=[O:40])[CH3:38], predict the reactants needed to synthesize it. The reactants are: C([Si](C1C=CC=CC=1)(C1C=CC=CC=1)[O:6][CH2:7][CH2:8][C@@H:9]([C:18]1[CH:22]=[C:21]([CH2:23][OH:24])[O:20][N:19]=1)[CH2:10][C:11]([O:13][C:14]([CH3:17])([CH3:16])[CH3:15])=[O:12])(C)(C)C.C1C[O:40][CH2:39][CH2:38]1.C(O)(=O)C.O.[F-].C([N+](CCCC)(CCCC)CCCC)CCC. (3) Given the product [CH3:10][C:9]([N+:11]([O-:13])=[O:12])([CH3:14])[CH2:8][CH2:7][CH2:6][I:15], predict the reactants needed to synthesize it. The reactants are: CS(O[CH2:6][CH2:7][CH2:8][C:9]([CH3:14])([N+:11]([O-:13])=[O:12])[CH3:10])(=O)=O.[I-:15].[Na+].O. (4) Given the product [F:1][C:2]1[CH:3]=[C:4]([C:8]2[C:16]3[O:15][CH:14]([CH2:17][NH:36][CH3:35])[CH2:13][C:12]=3[CH:11]=[C:10]([C:29]3[CH:34]=[CH:33][CH:32]=[CH:31][CH:30]=3)[CH:9]=2)[CH:5]=[CH:6][CH:7]=1, predict the reactants needed to synthesize it. The reactants are: [F:1][C:2]1[CH:3]=[C:4]([C:8]2[C:16]3[O:15][CH:14]([CH2:17]OS(C4C=CC(C)=CC=4)(=O)=O)[CH2:13][C:12]=3[CH:11]=[C:10]([C:29]3[CH:34]=[CH:33][CH:32]=[CH:31][CH:30]=3)[CH:9]=2)[CH:5]=[CH:6][CH:7]=1.[CH3:35][NH2:36]. (5) Given the product [CH3:14][O:13][C:10]1[CH:11]=[C:12]2[C:7]([CH:6]=[CH:5][CH:4]=[N:3]2)=[CH:8][CH:9]=1, predict the reactants needed to synthesize it. The reactants are: [H-].[Na+].[N:3]1[C:12]2[C:7](=[CH:8][CH:9]=[C:10]([OH:13])[CH:11]=2)[CH:6]=[CH:5][CH:4]=1.[CH3:14]I.